This data is from Forward reaction prediction with 1.9M reactions from USPTO patents (1976-2016). The task is: Predict the product of the given reaction. (1) Given the reactants [Cl:1][C:2]1[CH:10]=[CH:9][C:8]([O:11][CH3:12])=[C:7]2[C:3]=1[C:4]([CH3:18])([C:13]([O:15][CH2:16][CH3:17])=[O:14])[CH2:5][NH:6]2.Br[C:20]1[CH:25]=[CH:24][CH:23]=[CH:22][C:21]=1[N+:26]([O-:28])=[O:27].C1C=CC(P(C2C(C3C(P(C4C=CC=CC=4)C4C=CC=CC=4)=CC=C4C=3C=CC=C4)=C3C(C=CC=C3)=CC=2)C2C=CC=CC=2)=CC=1.C([O-])([O-])=O.[Cs+].[Cs+], predict the reaction product. The product is: [Cl:1][C:2]1[CH:10]=[CH:9][C:8]([O:11][CH3:12])=[C:7]2[C:3]=1[C:4]([CH3:18])([C:13]([O:15][CH2:16][CH3:17])=[O:14])[CH2:5][N:6]2[C:20]1[CH:25]=[CH:24][CH:23]=[CH:22][C:21]=1[N+:26]([O-:28])=[O:27]. (2) Given the reactants [Cl:1][C:2]1[CH:3]=[CH:4][C:5]([C:11]([F:14])([F:13])[F:12])=[C:6](B(O)O)[CH:7]=1.FC(F)(F)S(O[C:21]1[CH2:26][CH2:25][N:24]([C:27]([O:29][C:30]([CH3:33])([CH3:32])[CH3:31])=[O:28])[CH2:23][CH:22]=1)(=O)=O.C(=O)([O-])[O-].[Na+].[Na+].COCCOC, predict the reaction product. The product is: [Cl:1][C:2]1[CH:3]=[CH:4][C:5]([C:11]([F:14])([F:13])[F:12])=[C:6]([C:21]2[CH2:26][CH2:25][N:24]([C:27]([O:29][C:30]([CH3:33])([CH3:32])[CH3:31])=[O:28])[CH2:23][CH:22]=2)[CH:7]=1.